Dataset: Full USPTO retrosynthesis dataset with 1.9M reactions from patents (1976-2016). Task: Predict the reactants needed to synthesize the given product. Given the product [CH:1]1([C:4]2[C:13]3[C:8](=[CH:9][CH:10]=[CH:11][CH:12]=3)[CH:7]=[N:6][C:5]=2[N:14]([CH2:30][C:31]2[CH:32]=[CH:33][C:34]([O:37][C:38]([F:41])([F:40])[F:39])=[CH:35][CH:36]=2)[S:15]([C:18]2[CH:19]=[CH:24][C:21]([N:20]3[C:160](=[O:159])[NH:68][N:67]=[N:87]3)=[CH:22][CH:23]=2)(=[O:17])=[O:16])[CH2:2][CH2:3]1, predict the reactants needed to synthesize it. The reactants are: [CH:1]1([C:4]2[C:13]3[C:8](=[CH:9][CH:10]=[CH:11][CH:12]=3)[CH:7]=[N:6][C:5]=2[N:14]([CH2:30][C:31]2[CH:36]=[CH:35][C:34]([O:37][C:38]([F:41])([F:40])[F:39])=[CH:33][CH:32]=2)[S:15]([C:18]2[CH:19]=[N:20][C:21]([C:24]3NC(=O)ON=3)=[CH:22][CH:23]=2)(=[O:17])=[O:16])[CH2:3][CH2:2]1.FC(F)(F)C1C2C(=CC=CC=2)C=NC=1N(CC1C=CC(OC(F)(F)F)=CC=1)S(C1C=NC(C2[NH:68][N:67]=CN=2)=CC=1)(=O)=O.FC(F)(F)C1C2C(=CC=CC=2)C=[N:87]C=1N(CC1C=CC(OC(F)(F)F)=CC=1)S(C1C=NC(C2NN=C(C)N=2)=CC=1)(=O)=O.C1(C2C3C(=CC=CC=3)C=NC=2N(CC2C=CC([O:159][C:160](F)(F)F)=CC=2)S(C2C=CC(C(O)=O)=C(C)C=2)(=O)=O)CC1.C1(C2C3C(=CC=CC=3)C=NC=2N(CC2C=CC(OC(F)(F)F)=CC=2)S(C2C=CC(C(O)=O)=C(N(C)C)C=2)(=O)=O)CC1.